Task: Predict the product of the given reaction.. Dataset: Forward reaction prediction with 1.9M reactions from USPTO patents (1976-2016) (1) Given the reactants [CH3:1][O:2][C:3]1[CH:4]=[C:5]2[C:10](=[CH:11][C:12]=1[O:13][CH3:14])[N:9]=[CH:8][N:7]=[C:6]2[O:15][C:16]1[CH:22]=[CH:21][C:19]([NH2:20])=[CH:18][CH:17]=1.ClC(Cl)(O[C:27](=[O:33])OC(Cl)(Cl)Cl)Cl.FC1[CH:43]=[C:42](F)[CH:41]=[CH:40][C:37]=1[CH2:38][NH2:39].CO.C([N:49](CC)CC)C, predict the reaction product. The product is: [CH3:1][O:2][C:3]1[CH:4]=[C:5]2[C:10](=[CH:11][C:12]=1[O:13][CH3:14])[N:9]=[CH:8][N:7]=[C:6]2[O:15][C:16]1[CH:22]=[CH:21][C:19]([NH:20][C:27]([NH:49][CH2:43][C:42]2[CH:41]=[CH:40][CH:37]=[CH:38][N:39]=2)=[O:33])=[CH:18][CH:17]=1. (2) Given the reactants [O:1]1[CH2:6][CH2:5][N:4]([C:7](=[O:14])[CH2:8][C:9](OCC)=O)[CH2:3][CH2:2]1.[H-].[Na+].ClC1[C:27]2[C:22](=[CH:23][CH:24]=[CH:25][C:26]=2[Cl:28])[CH:21]=[C:20]([C@@H:29]([NH:31][C:32]2[N:40]=[CH:39][N:38]=[C:37]3[C:33]=2[N:34]=[CH:35][N:36]3[CH2:41][C:42]2[CH:47]=[CH:46][C:45]([O:48][CH3:49])=[CH:44][CH:43]=2)[CH3:30])[N:19]=1.O, predict the reaction product. The product is: [Cl:28][C:26]1[CH:25]=[CH:24][CH:23]=[C:22]2[C:27]=1[C:9]([CH2:8][C:7]([N:4]1[CH2:3][CH2:2][O:1][CH2:6][CH2:5]1)=[O:14])=[N:19][C:20]([C@@H:29]([NH:31][C:32]1[N:40]=[CH:39][N:38]=[C:37]3[C:33]=1[N:34]=[CH:35][N:36]3[CH2:41][C:42]1[CH:43]=[CH:44][C:45]([O:48][CH3:49])=[CH:46][CH:47]=1)[CH3:30])=[CH:21]2. (3) Given the reactants [C:1]([O:5][C:6]([N:8]1[CH:13]([CH2:14][CH3:15])[CH2:12][CH:11]([N:16]([CH2:21][C:22]2[CH:27]=[C:26]([C:28]([F:31])([F:30])[F:29])[CH:25]=[C:24]([C:32]([F:35])([F:34])[F:33])[CH:23]=2)[C:17]([O:19][CH3:20])=[O:18])[CH2:10][CH:9]1[CH2:36][CH:37]=C)=[O:7])([CH3:4])([CH3:3])[CH3:2].[O:39]=[O+][O-].O=O.C1(P(C2C=CC=CC=2)C2C=CC=CC=2)C=CC=CC=1, predict the reaction product. The product is: [C:1]([O:5][C:6]([N:8]1[CH:9]([CH2:36][CH:37]=[O:39])[CH2:10][CH:11]([N:16]([CH2:21][C:22]2[CH:27]=[C:26]([C:28]([F:31])([F:29])[F:30])[CH:25]=[C:24]([C:32]([F:33])([F:34])[F:35])[CH:23]=2)[C:17]([O:19][CH3:20])=[O:18])[CH2:12][CH:13]1[CH2:14][CH3:15])=[O:7])([CH3:2])([CH3:4])[CH3:3]. (4) The product is: [CH2:4]([CH:15]1[C:20](=[S:45](=[O:48])=[O:47])[C:19]([C:21]([F:23])([F:22])[F:24])=[CH:18][CH:17]=[C:16]1[C:25]1[N:38]([CH3:39])[C:28]2=[N:29][CH:30]=[C:31]([S:33][C:34]([F:35])([F:37])[F:36])[CH:32]=[C:27]2[N:26]=1)[CH3:8]. Given the reactants ClC1C=CC=[C:4]([C:8](OO)=O)C=1.C(S[C:15]1[CH:20]=[C:19]([C:21]([F:24])([F:23])[F:22])[CH:18]=[CH:17][C:16]=1[C:25]1[N:38]([CH3:39])[C:28]2=[N:29][CH:30]=[C:31]([S:33][C:34]([F:37])([F:36])[F:35])[CH:32]=[C:27]2[N:26]=1)C.C(=O)([O-])O.[Na+].[S:45]([O-])([O-:48])(=[O:47])=S.[Na+].[Na+], predict the reaction product.